Task: Regression. Given a peptide amino acid sequence and an MHC pseudo amino acid sequence, predict their binding affinity value. This is MHC class II binding data.. Dataset: Peptide-MHC class II binding affinity with 134,281 pairs from IEDB (1) The peptide sequence is MGGLWKYLNAVSLCIHHHHHH. The MHC is HLA-DQA10102-DQB10501 with pseudo-sequence HLA-DQA10102-DQB10501. The binding affinity (normalized) is 0.620. (2) The peptide sequence is GKLYGIRDVRSTRDR. The MHC is DRB1_1001 with pseudo-sequence DRB1_1001. The binding affinity (normalized) is 0.195. (3) The peptide sequence is YPKYVKQNTLKLAT. The MHC is HLA-DPA10301-DPB10402 with pseudo-sequence HLA-DPA10301-DPB10402. The binding affinity (normalized) is 0.454.